Dataset: Experimentally validated miRNA-target interactions with 360,000+ pairs, plus equal number of negative samples. Task: Binary Classification. Given a miRNA mature sequence and a target amino acid sequence, predict their likelihood of interaction. The miRNA is hsa-miR-23b-3p with sequence AUCACAUUGCCAGGGAUUACCAC. The protein sequence of the target gene is MVVSAGPLSSEKAEMNILEINEKLRPQLAEKKQQFRNLKEKCFLTQLAGFLANRQKKYKYEECKDLIKFMLRNERQFKEEKLAEQLKQAEELRQYKVLVHAQERELTQLREKLREGRDASRSLNEHLQALLTPDEPDKSQGQDLQEQLAEGCRLTQHLVQKLSPENDNDDDEDVQVEVAEKVQKSSAPREMQKAEEKEVPEDSLEECAITCSNSHGPYDSNQPHKKTKITFEEDKVDSTLIGSSSHVEWEDAVHIIPENESDDEEEEEKGPVSPRNLQESEEEEVPQESWDEGYSTLSIP.... Result: 0 (no interaction).